From a dataset of Peptide-MHC class II binding affinity with 134,281 pairs from IEDB. Regression. Given a peptide amino acid sequence and an MHC pseudo amino acid sequence, predict their binding affinity value. This is MHC class II binding data. (1) The peptide sequence is AAAMAGTTVYGAFAA. The MHC is HLA-DQA10501-DQB10301 with pseudo-sequence HLA-DQA10501-DQB10301. The binding affinity (normalized) is 0.649. (2) The peptide sequence is APPRLICDSRVLERY. The MHC is DRB1_0404 with pseudo-sequence DRB1_0404. The binding affinity (normalized) is 0.199. (3) The peptide sequence is AAVLFAATAAAAAAV. The MHC is DRB1_0802 with pseudo-sequence DRB1_0802. The binding affinity (normalized) is 0.615. (4) The peptide sequence is IRWLIEEVRHRLRIT. The MHC is DRB1_1302 with pseudo-sequence DRB1_1302. The binding affinity (normalized) is 0.368. (5) The peptide sequence is DSKHQLDMIITAVNS. The MHC is H-2-IAb with pseudo-sequence H-2-IAb. The binding affinity (normalized) is 0.273. (6) The peptide sequence is VIPEGWKADTAYESK. The MHC is HLA-DPA10301-DPB10402 with pseudo-sequence HLA-DPA10301-DPB10402. The binding affinity (normalized) is 0.0381. (7) The peptide sequence is KKLIPSWASVKEDLV. The MHC is DRB5_0101 with pseudo-sequence DRB5_0101. The binding affinity (normalized) is 0.820. (8) The peptide sequence is EREKSAAIDGEYRLK. The MHC is DRB1_0301 with pseudo-sequence DRB1_0301. The binding affinity (normalized) is 0.518. (9) The peptide sequence is ATPEAKFDSFVAAFT. The MHC is DRB1_0401 with pseudo-sequence DRB1_0401. The binding affinity (normalized) is 0.624. (10) The peptide sequence is RDLLLIVTRIVELLGR. The MHC is DRB1_1001 with pseudo-sequence DRB1_1001. The binding affinity (normalized) is 0.592.